From a dataset of Full USPTO retrosynthesis dataset with 1.9M reactions from patents (1976-2016). Predict the reactants needed to synthesize the given product. (1) Given the product [Cl:16][C:17]1[CH:18]=[CH:19][CH:20]=[C:21]2[C:30]=1[C:24]1([CH2:25][CH2:26][N:27]([C:11](=[O:13])[CH2:10][C:5]3[CH:6]=[CH:7][CH:8]=[CH:9][C:4]=3[O:3][C:2]([F:1])([F:15])[F:14])[CH2:28][CH2:29]1)[CH2:23][CH:22]2[CH2:31][C:32]([OH:34])=[O:33], predict the reactants needed to synthesize it. The reactants are: [F:1][C:2]([F:15])([F:14])[O:3][C:4]1[CH:9]=[CH:8][CH:7]=[CH:6][C:5]=1[CH2:10][C:11]([OH:13])=O.[Cl:16][C:17]1[CH:18]=[CH:19][CH:20]=[C:21]2[C:30]=1[C:24]1([CH2:29][CH2:28][NH:27][CH2:26][CH2:25]1)[CH2:23][CH:22]2[CH2:31][C:32]([O:34]CC)=[O:33]. (2) The reactants are: [C:1](Cl)(=O)[C:2]([Cl:4])=[O:3].[CH3:7][N:8]1[C:13](=[O:14])[C:12]2C(C(O)=O)=[C:16]([CH2:18][C:19]3[C:28]4[C:23](=[CH:24][CH:25]=[CH:26][CH:27]=4)[CH:22]=[CH:21][CH:20]=3)[S:17][C:11]=2[N:10]([CH2:32][CH:33]([CH3:35])[CH3:34])[C:9]1=[O:36].CN(C)C=O. Given the product [CH3:7][N:8]1[C:13](=[O:14])[C:12]2[C:1]([C:2]([Cl:4])=[O:3])=[C:16]([CH2:18][C:19]3[C:28]4[C:23](=[CH:24][CH:25]=[CH:26][CH:27]=4)[CH:22]=[CH:21][CH:20]=3)[S:17][C:11]=2[N:10]([CH2:32][CH:33]([CH3:34])[CH3:35])[C:9]1=[O:36], predict the reactants needed to synthesize it. (3) Given the product [O:28]=[C:46]1[C@@H:45]2[C@@H:22]([C@H:23]3[CH2:18][C@@H:19]2[CH:20]=[CH:21]3)[C:24](=[O:26])[N:47]1[C:35]1[CH:36]=[CH:37][C:32]([NH:31][C:11]([C:9]2[CH:8]=[CH:7][CH:6]=[C:5]3[C:10]=2[N:1]=[CH:2][CH:3]=[CH:4]3)=[O:12])=[CH:33][CH:34]=1, predict the reactants needed to synthesize it. The reactants are: [N:1]1[C:10]2[C:5](=[CH:6][CH:7]=[CH:8][C:9]=2[C:11](Cl)=[O:12])[CH:4]=[CH:3][CH:2]=1.N1[C:23]2[C:18](=[CH:19][CH:20]=[CH:21][C:22]=2[C:24]([OH:26])=O)C=CC=1.S(Cl)(Cl)=[O:28].[NH2:31][C:32]1[CH:37]=[CH:36][CH:35]=[CH:34][CH:33]=1.C(N(CC)CC)C.[CH3:45][C:46]#[N:47]. (4) The reactants are: [O:1]1[CH:5]=[CH:4][CH:3]=[C:2]1[C:6]1[N:21]=[C:9]2[C:10]([NH2:20])=[N:11][C:12]([N:14]3[CH2:19][CH2:18][NH:17][CH2:16][CH2:15]3)=[CH:13][N:8]2[N:7]=1.[Cl:22][C:23]1[N:27]([CH3:28])[N:26]=[C:25]([C:29]([F:32])([F:31])[F:30])[C:24]=1[CH:33]=O.C(O[BH-](OC(=O)C)OC(=O)C)(=O)C.[Na+].C(O)(=O)C. Given the product [Cl:22][C:23]1[N:27]([CH3:28])[N:26]=[C:25]([C:29]([F:32])([F:31])[F:30])[C:24]=1[CH2:33][N:17]1[CH2:18][CH2:19][N:14]([C:12]2[N:11]=[C:10]([NH2:20])[C:9]3[N:8]([N:7]=[C:6]([C:2]4[O:1][CH:5]=[CH:4][CH:3]=4)[N:21]=3)[CH:13]=2)[CH2:15][CH2:16]1, predict the reactants needed to synthesize it. (5) Given the product [Br:1][C:2]1[CH:10]=[CH:9][C:5]([C:6]2[S:61][C:58]([C:57]3[CH:62]=[CH:63][C:54]([O:53][CH2:46][CH2:47][CH2:48][CH2:49][CH2:50][CH2:51][CH3:52])=[CH:55][CH:56]=3)=[N:59][N:60]=2)=[C:4]([F:11])[CH:3]=1, predict the reactants needed to synthesize it. The reactants are: [Br:1][C:2]1[CH:10]=[CH:9][C:5]([C:6](O)=O)=[C:4]([F:11])[CH:3]=1.CCN(C(C)C)C(C)C.CN(C(ON1N=NC2C=CC=NC1=2)=[N+](C)C)C.F[P-](F)(F)(F)(F)F.Cl.[CH2:46]([O:53][C:54]1[CH:63]=[CH:62][C:57]([C:58](=[S:61])[NH:59][NH2:60])=[CH:56][CH:55]=1)[CH2:47][CH2:48][CH2:49][CH2:50][CH2:51][CH3:52].Cl. (6) The reactants are: [F:1][C:2]1([F:49])[CH2:5][CH:4]([NH:6][C:7]([C@H:9]([C:42]2[CH:47]=[CH:46][CH:45]=[CH:44][C:43]=2[Cl:48])[N:10]([C:35]2[CH:40]=[CH:39][CH:38]=[C:37]([F:41])[CH:36]=2)[C:11]([C@@H:13]2[CH2:17][CH2:16][CH2:15][N:14]2C(OCC2C3C=CC=CC=3C3C2=CC=CC=3)=O)=[O:12])=[O:8])[CH2:3]1.N1CCCCC1.O. Given the product [Cl:48][C:43]1[CH:44]=[CH:45][CH:46]=[CH:47][C:42]=1[C@H:9]([N:10]([C:35]1[CH:40]=[CH:39][CH:38]=[C:37]([F:41])[CH:36]=1)[C:11]([C@@H:13]1[CH2:17][CH2:16][CH2:15][NH:14]1)=[O:12])[C:7]([NH:6][CH:4]1[CH2:3][C:2]([F:49])([F:1])[CH2:5]1)=[O:8], predict the reactants needed to synthesize it.